The task is: Regression. Given two drug SMILES strings and cell line genomic features, predict the synergy score measuring deviation from expected non-interaction effect.. This data is from NCI-60 drug combinations with 297,098 pairs across 59 cell lines. (1) Drug 1: C1=CC(=C2C(=C1NCCNCCO)C(=O)C3=C(C=CC(=C3C2=O)O)O)NCCNCCO. Synergy scores: CSS=53.2, Synergy_ZIP=-1.94, Synergy_Bliss=-3.80, Synergy_Loewe=-66.2, Synergy_HSA=-1.86. Cell line: NCIH23. Drug 2: CN(C(=O)NC(C=O)C(C(C(CO)O)O)O)N=O. (2) Drug 1: CC1=C(C=C(C=C1)C(=O)NC2=CC(=CC(=C2)C(F)(F)F)N3C=C(N=C3)C)NC4=NC=CC(=N4)C5=CN=CC=C5. Drug 2: CCC1(C2=C(COC1=O)C(=O)N3CC4=CC5=C(C=CC(=C5CN(C)C)O)N=C4C3=C2)O.Cl. Cell line: NCI/ADR-RES. Synergy scores: CSS=-0.599, Synergy_ZIP=-6.06, Synergy_Bliss=-3.89, Synergy_Loewe=-22.7, Synergy_HSA=-5.61. (3) Drug 1: C1CN(CCN1C(=O)CCBr)C(=O)CCBr. Drug 2: C1CC(=O)NC(=O)C1N2C(=O)C3=CC=CC=C3C2=O. Cell line: RPMI-8226. Synergy scores: CSS=41.3, Synergy_ZIP=-3.70, Synergy_Bliss=-5.04, Synergy_Loewe=-6.86, Synergy_HSA=-2.74.